From a dataset of Forward reaction prediction with 1.9M reactions from USPTO patents (1976-2016). Predict the product of the given reaction. Given the reactants Br[C:2]1[CH:7]=[CH:6][C:5]([C:8]2[N:13]([CH2:14][C@@H:15]3[CH2:19][CH2:18][N:17]([C:20]([CH:22]4[CH2:24][CH2:23]4)=[O:21])[CH2:16]3)[C:12](=[O:25])[C:11]([CH2:26][CH3:27])=[C:10]([CH3:28])[N:9]=2)=[CH:4][CH:3]=1.[NH:29]1[C:37]2[C:32](=[CH:33][CH:34]=[C:35](B(O)O)[CH:36]=2)[CH:31]=[CH:30]1.C(=O)([O-])[O-].[K+].[K+], predict the reaction product. The product is: [CH:22]1([C:20]([N:17]2[CH2:18][CH2:19][C@@H:15]([CH2:14][N:13]3[C:12](=[O:25])[C:11]([CH2:26][CH3:27])=[C:10]([CH3:28])[N:9]=[C:8]3[C:5]3[CH:6]=[CH:7][C:2]([C:35]4[CH:36]=[C:37]5[C:32]([CH:31]=[CH:30][NH:29]5)=[CH:33][CH:34]=4)=[CH:3][CH:4]=3)[CH2:16]2)=[O:21])[CH2:24][CH2:23]1.